This data is from Full USPTO retrosynthesis dataset with 1.9M reactions from patents (1976-2016). The task is: Predict the reactants needed to synthesize the given product. Given the product [CH2:1]([C@H:3]1[CH2:4][C:5]2([CH2:10][CH2:9][N:8]([C:11]([C:13]3[CH:18]=[CH:17][C:16]([O:19][CH:20]([CH3:22])[CH3:21])=[C:15]([CH3:23])[CH:14]=3)=[O:12])[CH2:7][CH2:6]2)[O:24][C@@H:25]([C:27]2[CH:28]=[N:29][CH:30]=[CH:31][CH:32]=2)[CH2:26]1)[CH3:2], predict the reactants needed to synthesize it. The reactants are: [CH2:1]([C:3]1[CH2:26][CH:25]([C:27]2[CH:28]=[N:29][CH:30]=[CH:31][CH:32]=2)[O:24][C:5]2([CH2:10][CH2:9][N:8]([C:11]([C:13]3[CH:18]=[CH:17][C:16]([O:19][CH:20]([CH3:22])[CH3:21])=[C:15]([CH3:23])[CH:14]=3)=[O:12])[CH2:7][CH2:6]2)[CH:4]=1)[CH3:2].